Dataset: Reaction yield outcomes from USPTO patents with 853,638 reactions. Task: Predict the reaction yield, written as a fraction of the theoretical maximum amount of product (1.0 means a 100% yield; for example, 0.34 means a 34% yield). (1) The reactants are [Br:1][C:2]1[CH:9]=[CH:8][C:5]([C:6]#[N:7])=[C:4](F)[CH:3]=1.[NH:11]1[CH2:16][CH2:15][O:14][CH2:13][CH2:12]1.CCN(C(C)C)C(C)C. The catalyst is C(#N)C.O. The product is [Br:1][C:2]1[CH:9]=[CH:8][C:5]([C:6]#[N:7])=[C:4]([N:11]2[CH2:16][CH2:15][O:14][CH2:13][CH2:12]2)[CH:3]=1. The yield is 0.820. (2) The reactants are O.[OH-].[Li+].[O:4]1[CH:8]=[CH:7][CH:6]=[C:5]1[C:9]1[O:10][C:11]([CH3:38])=[C:12]([CH2:14][O:15][C:16]2[CH:37]=[CH:36][C:19]([CH2:20][O:21]/[N:22]=[C:23](/[C:30]3[CH:35]=[CH:34][CH:33]=[CH:32][CH:31]=3)\[CH2:24][CH2:25][C:26]([O:28]C)=[O:27])=[CH:18][CH:17]=2)[N:13]=1.O.Cl. The catalyst is O1CCCC1.CO. The product is [O:4]1[CH:8]=[CH:7][CH:6]=[C:5]1[C:9]1[O:10][C:11]([CH3:38])=[C:12]([CH2:14][O:15][C:16]2[CH:17]=[CH:18][C:19]([CH2:20][O:21]/[N:22]=[C:23](/[C:30]3[CH:35]=[CH:34][CH:33]=[CH:32][CH:31]=3)\[CH2:24][CH2:25][C:26]([OH:28])=[O:27])=[CH:36][CH:37]=2)[N:13]=1. The yield is 0.790.